Dataset: Full USPTO retrosynthesis dataset with 1.9M reactions from patents (1976-2016). Task: Predict the reactants needed to synthesize the given product. (1) The reactants are: [Cl:1][C:2]1[C:3](Cl)=[C:4]([Cl:13])[C:5]([Cl:12])=[C:6]([C:10]#[N:11])[C:7]=1[C:8]#[N:9].[OH:15][C:16]1[CH:25]=[CH:24][C:19]([C:20]([O:22][CH3:23])=[O:21])=[CH:18][CH:17]=1.C(=O)([O-])[O-].[K+].[K+].C(#N)C. Given the product [Cl:13][C:4]1[C:5]([Cl:12])=[C:6]([C:10]#[N:11])[C:7]([C:8]#[N:9])=[C:2]([Cl:1])[C:3]=1[O:15][C:16]1[CH:17]=[CH:18][C:19]([C:20]([O:22][CH3:23])=[O:21])=[CH:24][CH:25]=1, predict the reactants needed to synthesize it. (2) Given the product [NH:5]([CH:8]([CH3:9])[CH2:7][OH:6])[CH:2]([CH3:1])[CH2:3][OH:4], predict the reactants needed to synthesize it. The reactants are: [CH3:1][CH:2]([NH2:5])[CH2:3][OH:4].[OH:6][CH2:7][C:8](=O)[CH3:9].